This data is from Catalyst prediction with 721,799 reactions and 888 catalyst types from USPTO. The task is: Predict which catalyst facilitates the given reaction. Reactant: [N:1]1[CH:6]=[CH:5][CH:4]=[CH:3][C:2]=1[C:7]1([CH2:12]OS(C)(=O)=O)[CH2:11][CH2:10][CH2:9][CH2:8]1.[C-:18]#[N:19].[Na+]. Product: [N:1]1[CH:6]=[CH:5][CH:4]=[CH:3][C:2]=1[C:7]1([CH2:12][C:18]#[N:19])[CH2:11][CH2:10][CH2:9][CH2:8]1. The catalyst class is: 16.